From a dataset of Full USPTO retrosynthesis dataset with 1.9M reactions from patents (1976-2016). Predict the reactants needed to synthesize the given product. (1) Given the product [OH:8][C:9]1[CH:14]=[C:13]([C:15]2[S:16][CH:17]=[CH:18][N:19]=2)[CH:12]=[CH:11][C:10]=1[N:20]1[S:24](=[O:26])(=[O:25])[NH:23][C:22](=[O:27])[CH2:21]1, predict the reactants needed to synthesize it. The reactants are: C([O:8][C:9]1[CH:14]=[C:13]([C:15]2[S:16][CH:17]=[CH:18][N:19]=2)[CH:12]=[CH:11][C:10]=1[N:20]1[S:24](=[O:26])(=[O:25])[NH:23][C:22](=[O:27])[CH2:21]1)C1C=CC=CC=1.B(Br)(Br)Br.O. (2) Given the product [Cl:15][C:11]1[C:12]([CH3:14])=[CH:13][C:8]2[N:7]=[C:25]([C:27]3[CH:32]=[CH:31][CH:30]=[C:29]([C:33]4[CH:38]=[CH:37][N:36]=[C:35]([CH3:39])[N:34]=4)[CH:28]=3)[CH2:24][C:23](=[O:40])[NH:16][C:9]=2[CH:10]=1, predict the reactants needed to synthesize it. The reactants are: C(OC(=O)[NH:7][C:8]1[CH:13]=[C:12]([CH3:14])[C:11]([Cl:15])=[CH:10][C:9]=1[NH2:16])(C)(C)C.C(O[C:23](=[O:40])[CH2:24][C:25]([C:27]1[CH:32]=[CH:31][CH:30]=[C:29]([C:33]2[CH:38]=[CH:37][N:36]=[C:35]([CH3:39])[N:34]=2)[CH:28]=1)=O)(C)(C)C. (3) Given the product [Cl:1][C:2]1[CH:3]=[CH:4][C:5]([NH:24][CH2:25][CH:26]2[CH2:27][CH2:28][N:29]([C:32](=[O:34])[CH3:33])[CH2:30][CH2:31]2)=[N:6][C:7]=1[C:8]1[CH:13]=[CH:12][N:11]=[C:10]2[NH:14][C:15]([CH:17]3[CH2:22][CH2:21][N:20]([CH3:23])[CH2:19][CH2:18]3)=[CH:16][C:9]=12, predict the reactants needed to synthesize it. The reactants are: [Cl:1][C:2]1[CH:3]=[CH:4][C:5]([NH:24][CH2:25][CH:26]2[CH2:31][CH2:30][NH:29][CH2:28][CH2:27]2)=[N:6][C:7]=1[C:8]1[CH:13]=[CH:12][N:11]=[C:10]2[NH:14][C:15]([CH:17]3[CH2:22][CH2:21][N:20]([CH3:23])[CH2:19][CH2:18]3)=[CH:16][C:9]=12.[C:32](O)(=[O:34])[CH3:33].Cl.C(N=C=NCCCN(C)C)C.ON1C2C=CC=CC=2N=N1. (4) Given the product [C:48]([C:47]([NH:46][C:40]([CH2:39][CH2:38][CH2:37][C:34]1[CH:33]=[CH:32][C:31]([CH2:30][C:29]2[C:25]([O:24][C@@H:6]3[O:7][C@H:8]([CH2:19][OH:20])[C@H:9]([OH:15])[C@H:10]([OH:11])[C@H:5]3[OH:4])=[N:26][NH:27][C:28]=2[CH:43]([CH3:45])[CH3:44])=[CH:36][CH:35]=1)=[O:41])([CH3:52])[CH3:51])(=[O:49])[NH2:50], predict the reactants needed to synthesize it. The reactants are: C([O:4][C@@H:5]1[C@@H:10]([O:11]C(=O)C)[C@@H:9]([O:15]C(=O)C)[C@@H:8]([CH2:19][O:20]C(=O)C)[O:7][C@H:6]1[O:24][C:25]1[C:29]([CH2:30][C:31]2[CH:36]=[CH:35][C:34](/[CH:37]=[CH:38]/[CH2:39][C:40](O)=[O:41])=[CH:33][CH:32]=2)=[C:28]([CH:43]([CH3:45])[CH3:44])[NH:27][N:26]=1)(=O)C.[NH2:46][C:47]([CH3:52])([CH3:51])[C:48]([NH2:50])=[O:49].Cl.NCC(N)=O. (5) Given the product [NH2:1][CH2:4][CH2:5][CH:6]1[C:10]2[CH:11]=[C:12]([C:15]#[N:16])[CH:13]=[CH:14][C:9]=2[O:8][CH2:7]1, predict the reactants needed to synthesize it. The reactants are: [N:1]([CH2:4][CH2:5][CH:6]1[C:10]2[CH:11]=[C:12]([C:15]#[N:16])[CH:13]=[CH:14][C:9]=2[O:8][CH2:7]1)=[N+]=[N-].C1C=CC(P(C2C=CC=CC=2)C2C=CC=CC=2)=CC=1.O.